This data is from NCI-60 drug combinations with 297,098 pairs across 59 cell lines. The task is: Regression. Given two drug SMILES strings and cell line genomic features, predict the synergy score measuring deviation from expected non-interaction effect. (1) Drug 1: CCC(=C(C1=CC=CC=C1)C2=CC=C(C=C2)OCCN(C)C)C3=CC=CC=C3.C(C(=O)O)C(CC(=O)O)(C(=O)O)O. Drug 2: CC1C(C(CC(O1)OC2CC(CC3=C2C(=C4C(=C3O)C(=O)C5=CC=CC=C5C4=O)O)(C(=O)C)O)N)O. Cell line: DU-145. Synergy scores: CSS=42.7, Synergy_ZIP=3.12, Synergy_Bliss=2.52, Synergy_Loewe=-30.7, Synergy_HSA=2.20. (2) Drug 1: CNC(=O)C1=CC=CC=C1SC2=CC3=C(C=C2)C(=NN3)C=CC4=CC=CC=N4. Drug 2: C1=NC(=NC(=O)N1C2C(C(C(O2)CO)O)O)N. Cell line: SK-MEL-28. Synergy scores: CSS=-5.16, Synergy_ZIP=3.43, Synergy_Bliss=2.08, Synergy_Loewe=-4.39, Synergy_HSA=-3.08. (3) Drug 1: CC1=C(C=C(C=C1)NC2=NC=CC(=N2)N(C)C3=CC4=NN(C(=C4C=C3)C)C)S(=O)(=O)N.Cl. Drug 2: CC12CCC3C(C1CCC2=O)CC(=C)C4=CC(=O)C=CC34C. Cell line: UO-31. Synergy scores: CSS=36.9, Synergy_ZIP=4.55, Synergy_Bliss=5.38, Synergy_Loewe=-4.36, Synergy_HSA=7.22.